From a dataset of hERG Central: cardiac toxicity at 1µM, 10µM, and general inhibition. Predict hERG channel inhibition at various concentrations. (1) The molecule is Cc1ccc(C(C)C)c(OCC(O)CN2CCc3ccccc3C2)c1.Cl. Results: hERG_inhib (hERG inhibition (general)): blocker. (2) The drug is CC1CCc2sc(C(=O)NC3CCN(Cc4ccccc4)CC3)cc2C1. Results: hERG_inhib (hERG inhibition (general)): blocker. (3) The drug is COc1ccc(CNC(=O)c2cc3c(=O)n4cccc(C)c4nc3n(CC3CCCO3)c2=N)cc1. Results: hERG_inhib (hERG inhibition (general)): blocker. (4) The drug is O=C(CCc1nc2ccccc2c(=O)[nH]1)N1CCN(c2ccc(F)cc2)CC1. Results: hERG_inhib (hERG inhibition (general)): blocker. (5) The drug is CCOc1cc(CNCCc2ccc(S(N)(=O)=O)cc2)ccc1OCc1ccccc1.Cl. Results: hERG_inhib (hERG inhibition (general)): blocker. (6) The drug is Cc1cc(=O)oc2cc(OCC(=O)NC3CCCCC3)ccc12. Results: hERG_inhib (hERG inhibition (general)): blocker.